This data is from Full USPTO retrosynthesis dataset with 1.9M reactions from patents (1976-2016). The task is: Predict the reactants needed to synthesize the given product. (1) Given the product [Cl:1][C:2]1[N:7]=[C:6]([CH3:8])[N:5]=[C:4]([C:9]([C:15]2[CH:14]=[C:13]([CH3:12])[C:18]3[NH:19][C:20](=[O:22])[O:21][C:17]=3[CH:16]=2)=[O:10])[CH:3]=1, predict the reactants needed to synthesize it. The reactants are: [Cl:1][C:2]1[N:7]=[C:6]([CH3:8])[N:5]=[C:4]([C:9](Cl)=[O:10])[CH:3]=1.[CH3:12][C:13]1[C:18]2[NH:19][C:20](=[O:22])[O:21][C:17]=2[CH:16]=[CH:15][CH:14]=1.[Cl-].[Cl-].[Cl-].[Al+3]. (2) Given the product [S:3]([O:2][O:1][S:10]([O-:12])(=[O:11])=[O:9])([O-:7])(=[O:5])=[O:4].[K+:6].[K+:6], predict the reactants needed to synthesize it. The reactants are: [OH:1][O:2][S:3]([O-:5])=[O:4].[K+:6].[O:7]=O.[OH:9][S:10]([O-])(=[O:12])=[O:11].[K+]. (3) Given the product [CH3:20][O:19][C:15]1[C:13]2[S:14][C:10]([C:8](=[O:9])[CH2:1][CH3:2])=[CH:11][C:12]=2[CH:18]=[CH:17][CH:16]=1, predict the reactants needed to synthesize it. The reactants are: [CH2:1]([Mg]Br)[CH3:2].CON(C)[C:8]([C:10]1[S:14][C:13]2[C:15]([O:19][CH3:20])=[CH:16][CH:17]=[CH:18][C:12]=2[CH:11]=1)=[O:9]. (4) Given the product [F:20][CH:18]([F:19])[C:15]1[N:14]([C:21]2[N:26]=[C:25]([N:27]3[CH2:28][CH2:29][O:30][CH2:31][CH2:32]3)[N:24]=[C:23]([N:33]3[CH2:38][CH2:37][N:36]([C:39]([O:41][C:42]([CH3:45])([CH3:43])[CH3:44])=[O:40])[CH2:35][CH2:34]3)[N:22]=2)[C:13]2[CH:12]=[CH:11][CH:10]=[C:9]([OH:8])[C:17]=2[N:16]=1, predict the reactants needed to synthesize it. The reactants are: [Si]([O:8][C:9]1[C:17]2[N:16]=[C:15]([CH:18]([F:20])[F:19])[N:14]([C:21]3[N:26]=[C:25]([N:27]4[CH2:32][CH2:31][O:30][CH2:29][CH2:28]4)[N:24]=[C:23]([N:33]4[CH2:38][CH2:37][N:36]([C:39]([O:41][C:42]([CH3:45])([CH3:44])[CH3:43])=[O:40])[CH2:35][CH2:34]4)[N:22]=3)[C:13]=2[CH:12]=[CH:11][CH:10]=1)(C(C)(C)C)(C)C.[F-].C([N+](CCCC)(CCCC)CCCC)CCC. (5) Given the product [C:39]([O:38][C:36](=[O:37])[C:35]1[CH:34]=[CH:33][C:32]([CH2:31][N:19]2[C:18](=[O:23])/[C:17](=[CH:16]/[C:12]3[CH:11]=[C:10]4[C:15](=[CH:14][CH:13]=3)[N:7]([CH2:6][C:5]3[CH:24]=[CH:25][C:2]([Cl:1])=[CH:3][C:4]=3[C:26]([F:27])([F:29])[F:28])[N:8]=[CH:9]4)/[S:21][C:20]2=[O:22])=[CH:44][CH:43]=1)([CH3:42])([CH3:41])[CH3:40], predict the reactants needed to synthesize it. The reactants are: [Cl:1][C:2]1[CH:25]=[CH:24][C:5]([CH2:6][N:7]2[C:15]3[C:10](=[CH:11][C:12](/[CH:16]=[C:17]4/[C:18](=[O:23])[NH:19][C:20](=[O:22])[S:21]/4)=[CH:13][CH:14]=3)[CH:9]=[N:8]2)=[C:4]([C:26]([F:29])([F:28])[F:27])[CH:3]=1.Br[CH2:31][C:32]1[CH:44]=[CH:43][C:35]([C:36]([O:38][C:39]([CH3:42])([CH3:41])[CH3:40])=[O:37])=[CH:34][CH:33]=1.C(CN)O. (6) Given the product [Cl:7][C:4]1[C:3]([C:8]([O:10][CH2:11][CH3:12])=[O:9])=[C:2]([Cl:1])[S:6][N:5]=1, predict the reactants needed to synthesize it. The reactants are: [Cl:1][C:2]1[S:6][N:5]=[C:4]([Cl:7])[C:3]=1[C:8]([OH:10])=[O:9].[CH2:11](OS(OCC)(=O)=O)[CH3:12].C(=O)([O-])[O-].[K+].[K+]. (7) Given the product [CH:14]([O:16][CH:2]([CH3:5])[CH3:3])([CH3:17])[CH3:15].[C:29]([C:21]1[N:22]=[C:23]([CH2:27][CH3:28])[C:24]([O:1][CH:2]2[CH2:3][N:4]([C:6]([O:8][C:9]([CH3:12])([CH3:11])[CH3:10])=[O:7])[CH2:5]2)=[N:25][C:20]=1[Cl:19])(=[O:30])[NH2:31], predict the reactants needed to synthesize it. The reactants are: [OH:1][CH:2]1[CH2:5][N:4]([C:6]([O:8][C:9]([CH3:12])([CH3:11])[CH3:10])=[O:7])[CH2:3]1.C[C:14]([CH3:17])([O-:16])[CH3:15].[K+].[Cl:19][C:20]1[C:21]([C:29]([NH2:31])=[O:30])=[N:22][C:23]([CH2:27][CH3:28])=[C:24](Cl)[N:25]=1. (8) Given the product [CH3:29][O:30][C:31](=[O:34])[CH2:32][O:18][C:14]1[CH:13]=[C:12]([CH3:19])[CH:11]=[C:10]2[C:15]=1[C:16]([CH3:17])=[C:7]([CH2:6][C:5]1[CH:4]=[CH:3][C:2]([Cl:1])=[CH:22][CH:21]=1)[C:8]([CH3:20])=[N:9]2, predict the reactants needed to synthesize it. The reactants are: [Cl:1][C:2]1[CH:22]=[CH:21][C:5]([CH2:6][C:7]2[C:8]([CH3:20])=[N:9][C:10]3[CH:11]=[C:12]([CH3:19])[CH:13]=[C:14]([OH:18])[C:15]=3[C:16]=2[CH3:17])=[CH:4][CH:3]=1.C(=O)([O-])[O-].[K+].[K+].[CH3:29][O:30][C:31](=[O:34])[CH2:32]Br. (9) Given the product [C:2]1([N:22]2[C:23]3=[CH:35][CH:34]=[C:33]4[C:25]([NH:26][C:27]5[C:32]4=[CH:31][CH:30]=[CH:29][CH:28]=5)=[C:24]3[C:17]3[C:18]2=[CH:19][CH:20]=[CH:21][CH:16]=3)[CH:7]=[CH:6][CH:5]=[CH:4][CH:3]=1, predict the reactants needed to synthesize it. The reactants are: I[C:2]1[CH:7]=[CH:6][CH:5]=[CH:4][CH:3]=1.C1(N)CCCCC1N.[CH:16]1[CH:21]=[CH:20][CH:19]=[C:18]2[NH:22][C:23]3[C:24](=[C:25]4[C:33](=[CH:34][CH:35]=3)[C:32]3[C:27](=[CH:28][CH:29]=[CH:30][CH:31]=3)[NH:26]4)[C:17]=12.[O-]P([O-])([O-])=O.[K+].[K+].[K+].